This data is from Full USPTO retrosynthesis dataset with 1.9M reactions from patents (1976-2016). The task is: Predict the reactants needed to synthesize the given product. (1) The reactants are: [CH:1]1([N:4]([C@@H:23]([C:25]2[C:33]3[C:28](=[N:29][C:30]([CH3:34])=[CH:31][CH:32]=3)[N:27]([CH2:35][CH2:36][CH2:37][NH:38][C:39]([O:41][CH3:42])=[O:40])[N:26]=2)[CH3:24])[C:5]([C@@H:7]2[O:12][C@H:11]([CH2:13][O:14][CH3:15])[CH2:10][N:9](C(OC(C)(C)C)=O)[CH2:8]2)=[O:6])[CH2:3][CH2:2]1.FC(F)(F)C(O)=O. Given the product [CH:1]1([N:4]([C:5]([C@@H:7]2[O:12][C@H:11]([CH2:13][O:14][CH3:15])[CH2:10][NH:9][CH2:8]2)=[O:6])[C@@H:23]([C:25]2[C:33]3[C:28](=[N:29][C:30]([CH3:34])=[CH:31][CH:32]=3)[N:27]([CH2:35][CH2:36][CH2:37][NH:38][C:39](=[O:40])[O:41][CH3:42])[N:26]=2)[CH3:24])[CH2:2][CH2:3]1, predict the reactants needed to synthesize it. (2) Given the product [Cl:3][C:4]1[N:5]=[N+:6]([O-:15])[C:7]([Cl:10])=[CH:8][CH:9]=1, predict the reactants needed to synthesize it. The reactants are: OO.[Cl:3][C:4]1[N:5]=[N:6][C:7]([Cl:10])=[CH:8][CH:9]=1.C1(=O)OC(=[O:15])C=C1.C(O)(=O)/C=C/C.[OH-].[Na+]. (3) Given the product [Cl:1][C:2]1[N:7]=[C:6]([NH:11][CH3:10])[CH:5]=[C:4]([CH3:9])[N:3]=1, predict the reactants needed to synthesize it. The reactants are: [Cl:1][C:2]1[N:7]=[C:6](Cl)[CH:5]=[C:4]([CH3:9])[N:3]=1.[CH3:10][NH2:11].CO. (4) Given the product [OH:18][CH:19]([CH2:41][O:42][P:43]([OH:45])([OH:46])=[O:44])[CH2:20][O:21][C:22](=[O:40])[CH2:23][CH2:24][CH2:25][CH2:26][CH2:27][CH2:28][CH2:29]/[CH:30]=[CH:31]\[CH2:32][CH2:33][CH2:34][CH2:35][CH2:36][CH2:37][CH2:38][CH3:39], predict the reactants needed to synthesize it. The reactants are: [Si]([O:18][CH:19]([CH2:41][O:42][P:43]([OH:46])([OH:45])=[O:44])[CH2:20][O:21][C:22](=[O:40])[CH2:23][CH2:24][CH2:25][CH2:26][CH2:27][CH2:28][CH2:29]/[CH:30]=[CH:31]\[CH2:32][CH2:33][CH2:34][CH2:35][CH2:36][CH2:37][CH2:38][CH3:39])(C(C)(C)C)(C1C=CC=CC=1)C1C=CC=CC=1.[OH-].[Na+]. (5) The reactants are: Cl.[N:2]12[CH2:9][CH2:8][CH:5]([CH2:6][CH2:7]1)[CH:4]([CH2:10][C:11]([OH:13])=O)[CH2:3]2.S(Cl)([Cl:16])=O.C(N(CC)CC)C.[N+:25]([C:28]1[CH:29]=[CH:30][CH:31]=[C:32]2[C:37]=1[CH:36]=[C:35]([NH2:38])[CH:34]=[CH:33]2)([O-:27])=[O:26].Cl. Given the product [ClH:16].[N:2]12[CH2:7][CH2:6][CH:5]([CH2:8][CH2:9]1)[CH:4]([CH2:10][C:11]([NH:38][C:35]1[CH:34]=[CH:33][C:32]3[C:37](=[C:28]([N+:25]([O-:27])=[O:26])[CH:29]=[CH:30][CH:31]=3)[CH:36]=1)=[O:13])[CH2:3]2, predict the reactants needed to synthesize it. (6) The reactants are: C(Cl)(=O)C(Cl)=O.CS(C)=O.[Br:11][C:12]1[C:13]([CH:23]([P:25](=[O:32])([O:29][CH2:30][CH3:31])[O:26][CH2:27][CH3:28])[OH:24])=[CH:14][C:15]2[C:20]([CH:21]=1)=[CH:19][CH:18]=[C:17]([CH3:22])[CH:16]=2.C(N(CC)CC)C. Given the product [Br:11][C:12]1[C:13]([C:23]([P:25](=[O:32])([O:26][CH2:27][CH3:28])[O:29][CH2:30][CH3:31])=[O:24])=[CH:14][C:15]2[C:20]([CH:21]=1)=[CH:19][CH:18]=[C:17]([CH3:22])[CH:16]=2, predict the reactants needed to synthesize it. (7) Given the product [BrH:2].[CH2:12]([C:11]1[S:14][C:3]2[CH2:9][CH2:8][NH:7][CH2:6][CH2:5][C:4]=2[N:15]=1)[CH3:13], predict the reactants needed to synthesize it. The reactants are: Br.[Br:2][CH:3]1[CH2:9][CH2:8][NH:7][CH2:6][CH2:5][C:4]1=O.[C:11]([NH2:15])(=[S:14])[CH2:12][CH3:13]. (8) Given the product [Cl:2][C:3]1[N:8]=[CH:7][C:6]([C:9]2[C:10](=[O:16])[NH:11][C:12](=[O:15])[N:13]([CH2:24][CH2:25][CH:26]([O:29][CH3:30])[O:27][CH3:28])[CH:14]=2)=[CH:5][CH:4]=1, predict the reactants needed to synthesize it. The reactants are: Cl.[Cl:2][C:3]1[N:8]=[CH:7][C:6]([C:9]2[C:10](=[O:16])[NH:11][C:12](=[O:15])[NH:13][CH:14]=2)=[CH:5][CH:4]=1.C([O-])([O-])=O.[K+].[K+].Br[CH2:24][CH2:25][CH:26]([O:29][CH3:30])[O:27][CH3:28]. (9) Given the product [NH2:20][CH2:14][C:12]([OH:13])([CH3:15])[C:10]([NH:9][C:6]1[CH:7]=[CH:8][C:3]([C:1]#[N:2])=[C:4]([C:16]([F:19])([F:18])[F:17])[CH:5]=1)=[O:11], predict the reactants needed to synthesize it. The reactants are: [C:1]([C:3]1[CH:8]=[CH:7][C:6]([NH:9][C:10]([C:12]2([CH3:15])[CH2:14][O:13]2)=[O:11])=[CH:5][C:4]=1[C:16]([F:19])([F:18])[F:17])#[N:2].[NH3:20].CO. (10) Given the product [Cl:21][C:15]1[CH:16]=[C:17]([F:20])[CH:18]=[CH:19][C:14]=1[C@@H:5]1[N:6]=[C:7]([C:9]2[S:10][CH:11]=[CH:12][N:13]=2)[NH:8][C:3]([CH2:2][N:27]2[CH2:32][CH2:31][S:30](=[O:33])(=[O:34])[CH2:29][C@H:28]2[C:35]([OH:37])=[O:36])=[C:4]1[C:22]([O:24][CH2:25][CH3:26])=[O:23], predict the reactants needed to synthesize it. The reactants are: Br[CH2:2][C:3]1[NH:8][C:7]([C:9]2[S:10][CH:11]=[CH:12][N:13]=2)=[N:6][C@@H:5]([C:14]2[CH:19]=[CH:18][C:17]([F:20])=[CH:16][C:15]=2[Cl:21])[C:4]=1[C:22]([O:24][CH2:25][CH3:26])=[O:23].[NH:27]1[CH2:32][CH2:31][S:30](=[O:34])(=[O:33])[CH2:29][C@H:28]1[C:35]([OH:37])=[O:36].C([O-])([O-])=O.[K+].[K+].